From a dataset of Forward reaction prediction with 1.9M reactions from USPTO patents (1976-2016). Predict the product of the given reaction. (1) Given the reactants [CH2:1]([O:8][C:9](=[O:29])[NH:10][CH2:11][CH:12]([NH2:28])[C:13]1[CH:18]=[CH:17][C:16]([C:19](=[O:27])[NH:20][C:21]2[CH:26]=[CH:25][N:24]=[CH:23][CH:22]=2)=[CH:15][CH:14]=1)[C:2]1[CH:7]=[CH:6][CH:5]=[CH:4][CH:3]=1.CCN(C(C)C)C(C)C.[O:39](C(OC(C)(C)C)=O)[C:40]([O:42][C:43]([CH3:46])([CH3:45])[CH3:44])=O, predict the reaction product. The product is: [C:43]([O:42][C:40](=[O:39])[NH:28][CH:12]([C:13]1[CH:18]=[CH:17][C:16]([C:19](=[O:27])[NH:20][C:21]2[CH:26]=[CH:25][N:24]=[CH:23][CH:22]=2)=[CH:15][CH:14]=1)[CH2:11][NH:10][C:9]([O:8][CH2:1][C:2]1[CH:7]=[CH:6][CH:5]=[CH:4][CH:3]=1)=[O:29])([CH3:46])([CH3:45])[CH3:44]. (2) Given the reactants [C:1]([C:3]1[CH:4]=[CH:5][C:6]([C:9]2[C:17]3[S:16][C:15]([NH:18][C:19]([NH:21][CH2:22][CH3:23])=[O:20])=[N:14][C:13]=3[CH:12]=[C:11](OS(C(F)(F)F)(=O)=O)[CH:10]=2)=[N:7][CH:8]=1)#[N:2].[N:32]1[CH:37]=[CH:36][CH:35]=[C:34](B(O)O)[CH:33]=1.C(=O)([O-])[O-].[Cs+].[Cs+].CN(C)C=O, predict the reaction product. The product is: [C:1]([C:3]1[CH:4]=[CH:5][C:6]([C:9]2[C:17]3[S:16][C:15]([NH:18][C:19]([NH:21][CH2:22][CH3:23])=[O:20])=[N:14][C:13]=3[CH:12]=[C:11]([C:34]3[CH:33]=[N:32][CH:37]=[CH:36][CH:35]=3)[CH:10]=2)=[N:7][CH:8]=1)#[N:2]. (3) Given the reactants [C:1]1([CH3:19])[CH:6]=[CH:5][CH:4]=[C:3]([C:7]2[O:11][N:10]=[C:9]([CH2:12][N:13]3[CH2:18][CH2:17][NH:16][CH2:15][CH2:14]3)[N:8]=2)[CH:2]=1.C(N(CC)CC)C.Cl[C:28]([O:30][CH3:31])=[O:29], predict the reaction product. The product is: [CH3:31][O:30][C:28]([N:16]1[CH2:17][CH2:18][N:13]([CH2:12][C:9]2[N:8]=[C:7]([C:3]3[CH:2]=[C:1]([CH3:19])[CH:6]=[CH:5][CH:4]=3)[O:11][N:10]=2)[CH2:14][CH2:15]1)=[O:29]. (4) Given the reactants CC(C)([O-])C.[K+].C([NH:10][C:11]1[C:12]([C:24]#[C:25][CH2:26][CH2:27][CH2:28][O:29][CH:30]2[CH2:35][CH2:34][CH2:33][CH2:32][O:31]2)=[C:13]([C:18]([N+:21]([O-:23])=[O:22])=[CH:19][CH:20]=1)[C:14]([O:16][CH3:17])=[O:15])(=O)C, predict the reaction product. The product is: [N+:21]([C:18]1[CH:19]=[CH:20][C:11]2[NH:10][C:25]([CH2:26][CH2:27][CH2:28][O:29][CH:30]3[CH2:35][CH2:34][CH2:33][CH2:32][O:31]3)=[CH:24][C:12]=2[C:13]=1[C:14]([O:16][CH3:17])=[O:15])([O-:23])=[O:22].